Dataset: Catalyst prediction with 721,799 reactions and 888 catalyst types from USPTO. Task: Predict which catalyst facilitates the given reaction. (1) Reactant: [OH:1][C:2]12[C:20]3[C:15](=[CH:16][CH:17]=[CH:18][CH:19]=3)[C:14](=[O:21])[C:3]1(O)[C:4]1[C:9]([O:10]2)=[CH:8][C:7]([CH:11]([CH3:13])[CH3:12])=[CH:6][CH:5]=1.C(Cl)(=O)C([Cl:26])=O. Product: [Cl:26][C:3]12[C:14](=[O:21])[C:15]3[C:20](=[CH:19][CH:18]=[CH:17][CH:16]=3)[C:2]1([OH:1])[O:10][C:9]1[C:4]2=[CH:5][CH:6]=[C:7]([CH:11]([CH3:13])[CH3:12])[CH:8]=1. The catalyst class is: 306. (2) Reactant: [C:1]([O:4][C@H:5]1[CH2:22][CH2:21][C@@:20]2([CH3:23])[C@@H:7]([CH2:8][CH2:9][C@:10]3([CH3:35])[C@@H:19]2[CH2:18][CH2:17][C@H:16]2[C@@:11]3([CH3:34])[CH2:12][CH2:13][C@@:14]3([C:31](O)=[O:32])[CH2:26][CH2:25][C@@H:24]([C:27]4([CH3:30])[CH2:29][CH2:28]4)[C@@H:15]32)[C:6]1([CH3:37])[CH3:36])(=[O:3])[CH3:2].C(Cl)(=O)C(Cl)=O.[F:44][C:45]1[CH:50]=[CH:49][C:48]([C:51]2[NH:55][C:54]([C@@H:56]3[CH2:60][CH2:59][CH2:58][NH:57]3)=[N:53][CH:52]=2)=[CH:47][CH:46]=1. Product: [C:1]([O:4][C@H:5]1[CH2:22][CH2:21][C@@:20]2([CH3:23])[C@@H:7]([CH2:8][CH2:9][C@:10]3([CH3:35])[C@@H:19]2[CH2:18][CH2:17][C@H:16]2[C@@:11]3([CH3:34])[CH2:12][CH2:13][C@@:14]3([C:31]([N:57]4[CH2:58][CH2:59][CH2:60][C@H:56]4[C:54]4[NH:55][C:51]([C:48]5[CH:47]=[CH:46][C:45]([F:44])=[CH:50][CH:49]=5)=[CH:52][N:53]=4)=[O:32])[CH2:26][CH2:25][C@@H:24]([C:27]4([CH3:30])[CH2:28][CH2:29]4)[C@@H:15]32)[C:6]1([CH3:37])[CH3:36])(=[O:3])[CH3:2]. The catalyst class is: 2. (3) Reactant: C([Li])CCC.[CH3:6][N:7]1[CH:11]=[CH:10][N:9]=[N:8]1.[N:12]1([C:17]2[CH:45]=[CH:44][C:20]([CH2:21][C:22]3[C:23]([O:42][CH3:43])=[N:24][C:25]4[C:30]([C:31]=3[Cl:32])=[CH:29][C:28]([C:33]([C:35]3[N:39]([CH3:40])[C:38]([CH3:41])=[N:37][CH:36]=3)=[O:34])=[CH:27][CH:26]=4)=[CH:19][CH:18]=2)[CH:16]=[CH:15][CH:14]=[N:13]1.O. The catalyst class is: 7. Product: [N:12]1([C:17]2[CH:18]=[CH:19][C:20]([CH2:21][C:22]3[C:23]([O:42][CH3:43])=[N:24][C:25]4[C:30]([C:31]=3[Cl:32])=[CH:29][C:28]([C:33]([C:35]3[N:39]([CH3:40])[C:38]([CH3:41])=[N:37][CH:36]=3)([C:11]3[N:7]([CH3:6])[N:8]=[N:9][CH:10]=3)[OH:34])=[CH:27][CH:26]=4)=[CH:44][CH:45]=2)[CH:16]=[CH:15][CH:14]=[N:13]1. (4) Reactant: [Cl:1][C:2]1[CH:8]=[C:7]([O:9][C:10]2[C:19]3[C:14](=[CH:15][C:16]([O:22][CH3:23])=[C:17]([O:20][CH3:21])[CH:18]=3)[N:13]=[CH:12][N:11]=2)[CH:6]=[CH:5][C:3]=1[NH2:4].C1(C)C=CC=CC=1.C(N(CC)CC)C.ClC(Cl)(O[C:42](=[O:48])[O:43][C:44](Cl)(Cl)Cl)Cl.[CH3:50][O:51][C:52]1[CH:53]=[C:54]([CH:57]=[CH:58][C:59]=1[O:60][CH3:61])CO. Product: [Cl:1][C:2]1[CH:8]=[C:7]([O:9][C:10]2[C:19]3[C:14](=[CH:15][C:16]([O:22][CH3:23])=[C:17]([O:20][CH3:21])[CH:18]=3)[N:13]=[CH:12][N:11]=2)[CH:6]=[CH:5][C:3]=1[NH:4][C:42](=[O:48])[O:43][CH2:44][C:57]1[CH:54]=[CH:53][C:52]([O:51][CH3:50])=[C:59]([O:60][CH3:61])[CH:58]=1. The catalyst class is: 2. (5) Reactant: [C:1]([O:5][C:6]([NH:8][C@@H:9]([C@@H:13]([OH:15])[CH3:14])[C:10]([OH:12])=O)=[O:7])([CH3:4])([CH3:3])[CH3:2].CN(C(ON1N=NC2C=CC=NC1=2)=[N+](C)C)C.F[P-](F)(F)(F)(F)F.OC(C(F)(F)F)=O.[NH2:47][C@@H:48]([CH2:66][C:67]1[CH:72]=[CH:71][C:70]([O:73][CH3:74])=[CH:69][CH:68]=1)[C:49]([NH:51][C@@H:52]([CH2:59][C:60]1[CH:65]=[CH:64][CH:63]=[CH:62][CH:61]=1)[C:53]([C@@:55]1([CH3:58])[CH2:57][O:56]1)=[O:54])=[O:50].CCN(C(C)C)C(C)C. Product: [OH:15][C@@H:13]([CH3:14])[C@H:9]([NH:8][C:6](=[O:7])[O:5][C:1]([CH3:2])([CH3:3])[CH3:4])[C:10]([NH:47][C@@H:48]([CH2:66][C:67]1[CH:68]=[CH:69][C:70]([O:73][CH3:74])=[CH:71][CH:72]=1)[C:49]([NH:51][C@@H:52]([CH2:59][C:60]1[CH:65]=[CH:64][CH:63]=[CH:62][CH:61]=1)[C:53]([C@@:55]1([CH3:58])[CH2:57][O:56]1)=[O:54])=[O:50])=[O:12]. The catalyst class is: 3.